Dataset: Full USPTO retrosynthesis dataset with 1.9M reactions from patents (1976-2016). Task: Predict the reactants needed to synthesize the given product. (1) Given the product [C:15]([O:14][C:12]([N:10]1[C:9]2[CH:19]=[C:20]([Cl:29])[C:21]([N+:26]([O-:28])=[O:27])=[C:22]([N+:23]([O-:25])=[O:24])[C:8]=2[O:7][CH:6]([C:4]([OH:5])=[O:3])[CH2:11]1)=[O:13])([CH3:18])([CH3:16])[CH3:17], predict the reactants needed to synthesize it. The reactants are: CC[O:3][C:4]([CH:6]1[CH2:11][N:10]([C:12]([O:14][C:15]([CH3:18])([CH3:17])[CH3:16])=[O:13])[C:9]2[CH:19]=[C:20]([Cl:29])[C:21]([N+:26]([O-:28])=[O:27])=[C:22]([N+:23]([O-:25])=[O:24])[C:8]=2[O:7]1)=[O:5].[Li+].[OH-]. (2) Given the product [F:58][C:43]1[C:44]([NH:46][C@H:47]2[CH:52]3[CH2:53][CH2:54][CH:49]([CH2:50][CH2:51]3)[C@@H:48]2[C:55]([OH:57])=[O:56])=[N:45][C:40]([C:10]2[C:4]3[C:5](=[N:6][CH:7]=[C:2]([F:1])[CH:3]=3)[N:8]([C:20]([C:21]3[CH:22]=[CH:23][CH:24]=[CH:25][CH:26]=3)([C:27]3[CH:28]=[CH:29][CH:30]=[CH:31][CH:32]=3)[C:33]3[CH:38]=[CH:37][CH:36]=[CH:35][CH:34]=3)[N:9]=2)=[CH:41][CH:42]=1, predict the reactants needed to synthesize it. The reactants are: [F:1][C:2]1[CH:3]=[C:4]2[C:10](B3OC(C)(C)C(C)(C)O3)=[N:9][N:8]([C:20]([C:33]3[CH:38]=[CH:37][CH:36]=[CH:35][CH:34]=3)([C:27]3[CH:32]=[CH:31][CH:30]=[CH:29][CH:28]=3)[C:21]3[CH:26]=[CH:25][CH:24]=[CH:23][CH:22]=3)[C:5]2=[N:6][CH:7]=1.Cl[C:40]1[N:45]=[C:44]([NH:46][C@H:47]2[CH:52]3[CH2:53][CH2:54][CH:49]([CH2:50][CH2:51]3)[C@@H:48]2[C:55]([OH:57])=[O:56])[C:43]([F:58])=[CH:42][CH:41]=1.[O-]P([O-])([O-])=O.[K+].[K+].[K+].CC(C1C=C(C(C)C)C(C2C=CC=CC=2P(C2CCCCC2)C2CCCCC2)=C(C(C)C)C=1)C.